From a dataset of Rat liver microsome stability data. Regression/Classification. Given a drug SMILES string, predict its absorption, distribution, metabolism, or excretion properties. Task type varies by dataset: regression for continuous measurements (e.g., permeability, clearance, half-life) or binary classification for categorical outcomes (e.g., BBB penetration, CYP inhibition). Dataset: rlm. The drug is O=C(Nc1ccc(Cl)cc1)Nc1cccc(-c2cccc(N3CCCC3)n2)c1. The result is 1 (stable in rat liver microsomes).